This data is from Reaction yield outcomes from USPTO patents with 853,638 reactions. The task is: Predict the reaction yield, written as a fraction of the theoretical maximum amount of product (1.0 means a 100% yield; for example, 0.34 means a 34% yield). (1) The reactants are F[C:2]1[CH:3]=[CH:4][C:5]([N+:12]([O-:14])=[O:13])=[C:6]([CH:11]=1)[C:7]([O:9][CH3:10])=[O:8].[CH:15]1([C:18]2[C:19]([NH:38][S:39]([CH3:42])(=[O:41])=[O:40])=[CH:20][C:21]3[O:25][C:24]([C:26]4[CH:31]=[CH:30][C:29]([F:32])=[CH:28][CH:27]=4)=[C:23]([C:33]([NH:35][CH3:36])=[O:34])[C:22]=3[CH:37]=2)[CH2:17][CH2:16]1.C([O-])([O-])=O.[K+].[K+]. The product is [CH:15]1([C:18]2[C:19]([N:38]([C:2]3[CH:3]=[CH:4][C:5]([N+:12]([O-:14])=[O:13])=[C:6]([CH:11]=3)[C:7]([O:9][CH3:10])=[O:8])[S:39]([CH3:42])(=[O:41])=[O:40])=[CH:20][C:21]3[O:25][C:24]([C:26]4[CH:31]=[CH:30][C:29]([F:32])=[CH:28][CH:27]=4)=[C:23]([C:33](=[O:34])[NH:35][CH3:36])[C:22]=3[CH:37]=2)[CH2:17][CH2:16]1. The yield is 0.550. The catalyst is CN(C)P(N(C)C)(N(C)C)=O.CCOC(C)=O. (2) The reactants are Cl.[C:2]([CH2:4][C:5]1[C:14]([O:15]C)=[C:13]2[O:17][C:18]([CH3:21])([CH3:20])[CH2:19][C:12]2=[C:11]2[C:6]=1[CH2:7][C:8]([CH3:33])([CH3:32])[N:9]=[C:10]2[C:22]1[CH:23]=[C:24]([CH:29]=[CH:30][CH:31]=1)[C:25]([NH:27][CH3:28])=[O:26])#[N:3].[Cl-].[Al+3].[Cl-].[Cl-].C(OCC)(=O)C.[OH-].[Na+]. The yield is 0.590. The catalyst is ClCCCl.O1CCCC1. The product is [C:2]([CH2:4][C:5]1[C:14]([OH:15])=[C:13]2[O:17][C:18]([CH3:21])([CH3:20])[CH2:19][C:12]2=[C:11]2[C:6]=1[CH2:7][C:8]([CH3:33])([CH3:32])[N:9]=[C:10]2[C:22]1[CH:23]=[C:24]([CH:29]=[CH:30][CH:31]=1)[C:25]([NH:27][CH3:28])=[O:26])#[N:3]. (3) The reactants are [Cl:1][C:2]1[C:10]2[N:9]=[C:8]3[N:11]([C:15]4[C:20]([Cl:21])=[CH:19][C:18]([Cl:22])=[CH:17][C:16]=4[Cl:23])[CH2:12][CH2:13][CH2:14][N:7]3[C:6]=2[C:5]([CH:24](O)[C:25]([F:28])([F:27])[F:26])=[CH:4][CH:3]=1.S(Cl)([Cl:32])=O.CN(C)C=O. The catalyst is O1CCCC1. The product is [Cl:1][C:2]1[C:10]2[N:9]=[C:8]3[N:11]([C:15]4[C:20]([Cl:21])=[CH:19][C:18]([Cl:22])=[CH:17][C:16]=4[Cl:23])[CH2:12][CH2:13][CH2:14][N:7]3[C:6]=2[C:5]([CH:24]([Cl:32])[C:25]([F:28])([F:27])[F:26])=[CH:4][CH:3]=1. The yield is 0.880. (4) The reactants are [CH3:1][N:2]1[CH:6](NC)[CH:5]([C:9]2[CH:10]=[C:11]3[C:17]([C:18]4[CH:23]=[CH:22][CH:21]=[CH:20][CH:19]=4)=[N:16][N:15](C4CCCCO4)[C:12]3=[CH:13][N:14]=2)[CH2:4][C:3]1=[O:30].FC(F)(F)C(O)=O.C([SiH](CC)CC)C. No catalyst specified. The product is [CH3:1][N:2]1[CH2:6][CH:5]([C:9]2[CH:10]=[C:11]3[C:17]([C:18]4[CH:23]=[CH:22][CH:21]=[CH:20][CH:19]=4)=[N:16][NH:15][C:12]3=[CH:13][N:14]=2)[CH2:4][C:3]1=[O:30]. The yield is 0.252. (5) The reactants are [CH3:1][C:2]1[N:7]=[C:6]([NH:8][C:9]2[C:10](=[O:25])[N:11]([CH3:24])[CH:12]=[C:13](B3OC(C)(C)C(C)(C)O3)[CH:14]=2)[CH:5]=[C:4]([CH3:26])[N:3]=1.Cl[C:28]1[CH:33]=[CH:32][N:31]=[C:30]([N:34]2[CH2:45][CH2:44][N:43]3[C:36](=[CH:37][C:38]4[CH2:39][C:40]([CH3:47])([CH3:46])[CH2:41][C:42]=43)[C:35]2=[O:48])[C:29]=1[CH:49]=[O:50].C([O-])(=O)C.[Na+].[O-]P([O-])([O-])=O.[K+].[K+].[K+]. The catalyst is C1C=CC(P(C2C=CC=CC=2)[C-]2C=CC=C2)=CC=1.C1C=CC(P(C2C=CC=CC=2)[C-]2C=CC=C2)=CC=1.Cl[Pd]Cl.[Fe+2].C(#N)C.O. The product is [CH3:46][C:40]1([CH3:47])[CH2:39][C:38]2[CH:37]=[C:36]3[N:43]([CH2:44][CH2:45][N:34]([C:30]4[C:29]([CH:49]=[O:50])=[C:28]([C:13]5[CH:14]=[C:9]([NH:8][C:6]6[CH:5]=[C:4]([CH3:26])[N:3]=[C:2]([CH3:1])[N:7]=6)[C:10](=[O:25])[N:11]([CH3:24])[CH:12]=5)[CH:33]=[CH:32][N:31]=4)[C:35]3=[O:48])[C:42]=2[CH2:41]1. The yield is 0.800. (6) The reactants are CN(C)C=O.Cl[CH2:7][CH2:8][O:9][C:10]1[CH:19]=[C:18]2[C:13]([C:14]([O:20][C:21]3[C:22]([CH3:31])=[N:23][C:24]4[C:29]([CH:30]=3)=[CH:28][CH:27]=[CH:26][CH:25]=4)=[CH:15][CH:16]=[N:17]2)=[CH:12][C:11]=1[O:32][CH3:33].[C:34](=[O:37])([O-])[O-:35].[K+].[K+].[CH3:40][C:41]1([CH3:49])[CH2:46][C:45](=[O:47])[NH:44]C(=O)[CH2:42]1. The product is [CH3:33][O:32][C:11]1[CH:12]=[C:13]2[C:18](=[CH:19][C:10]=1[O:9][CH2:8][CH2:7][NH:44][C:45]([CH2:46][C:41]([CH3:49])([CH3:42])[CH2:40][C:34]([OH:35])=[O:37])=[O:47])[N:17]=[CH:16][CH:15]=[C:14]2[O:20][C:21]1[C:22]([CH3:31])=[N:23][C:24]2[C:29]([CH:30]=1)=[CH:28][CH:27]=[CH:26][CH:25]=2. The yield is 0.0500. The catalyst is O. (7) The reactants are [C:1]([O:5][C:6]([N:8]1[CH2:12][C:11]([F:14])([F:13])[CH2:10][CH:9]1[C:15]([O:17]C)=[O:16])=[O:7])([CH3:4])([CH3:3])[CH3:2].[OH-].[Na+].Cl. The catalyst is C1COCC1. The product is [C:1]([O:5][C:6]([N:8]1[CH2:12][C:11]([F:13])([F:14])[CH2:10][CH:9]1[C:15]([OH:17])=[O:16])=[O:7])([CH3:4])([CH3:2])[CH3:3]. The yield is 0.920.